From a dataset of Reaction yield outcomes from USPTO patents with 853,638 reactions. Predict the reaction yield, written as a fraction of the theoretical maximum amount of product (1.0 means a 100% yield; for example, 0.34 means a 34% yield). The reactants are [C:1]([O:10]C)(=O)[C:2]1[C:3](=[CH:5][CH:6]=[CH:7][CH:8]=1)[SH:4].[C:12]([C:14]1[CH:19]=[CH:18][N:17]=[CH:16][CH:15]=1)#[N:13].C(N(CC)CC)C. The catalyst is C1(C)C=CC=CC=1. The product is [N:17]1[CH:18]=[CH:19][C:14]([C:12]2[S:4][C:3]3[CH:5]=[CH:6][CH:7]=[CH:8][C:2]=3[C:1](=[O:10])[N:13]=2)=[CH:15][CH:16]=1. The yield is 0.307.